This data is from Forward reaction prediction with 1.9M reactions from USPTO patents (1976-2016). The task is: Predict the product of the given reaction. (1) Given the reactants [CH3:1][C:2]([CH3:21])([CH3:20])[C:3]([C:5]1[N:9]([CH2:10][C:11](O)=[O:12])[C:8]2[CH:14]=[C:15]([O:18][CH3:19])[CH:16]=[CH:17][C:7]=2[N:6]=1)=[O:4].C1C=CC2N(O)N=NC=2C=1.[CH2:32]([NH:35][CH2:36][CH:37]1[CH2:39][CH2:38]1)[CH2:33][CH3:34].CCN(C(C)C)C(C)C, predict the reaction product. The product is: [CH:37]1([CH2:36][N:35]([CH2:32][CH2:33][CH3:34])[C:11](=[O:12])[CH2:10][N:9]2[C:8]3[CH:14]=[C:15]([O:18][CH3:19])[CH:16]=[CH:17][C:7]=3[N:6]=[C:5]2[C:3](=[O:4])[C:2]([CH3:20])([CH3:21])[CH3:1])[CH2:39][CH2:38]1. (2) Given the reactants [Cl:1][C:2]1[CH:3]=[C:4]2[N:11]=[C:10]([O:12][C@H:13]3[C@H:17]4[O:18][CH2:19][C@@H:20]([OH:21])[C@H:16]4[O:15][CH2:14]3)[N:9]([CH2:22][O:23][CH2:24][CH2:25][Si:26]([CH3:29])([CH3:28])[CH3:27])[C:5]2=[N:6][C:7]=1I.[B:30]1([C:39]2[CH:44]=[CH:43][C:42](B3OC(C)(C)C(C)(C)O3)=[CH:41][CH:40]=2)[O:34][C:33]([CH3:36])([CH3:35])[C:32]([CH3:38])([CH3:37])[O:31]1.C([O-])([O-])=O.[Na+].[Na+], predict the reaction product. The product is: [Cl:1][C:2]1[CH:3]=[C:4]2[N:11]=[C:10]([O:12][C@H:13]3[C@H:17]4[O:18][CH2:19][C@@H:20]([OH:21])[C@H:16]4[O:15][CH2:14]3)[N:9]([CH2:22][O:23][CH2:24][CH2:25][Si:26]([CH3:29])([CH3:28])[CH3:27])[C:5]2=[N:6][C:7]=1[C:42]1[CH:43]=[CH:44][C:39]([B:30]2[O:34][C:33]([CH3:36])([CH3:35])[C:32]([CH3:38])([CH3:37])[O:31]2)=[CH:40][CH:41]=1. (3) Given the reactants [C:1]([NH:5][C:6]([C:8]1[C:9](Cl)=[N:10][C:11]([Cl:14])=[N:12][CH:13]=1)=[O:7])([CH3:4])([CH3:3])[CH3:2].[CH:16]1([NH2:22])[CH2:21][CH2:20][CH2:19][CH2:18][CH2:17]1.C(N(CC)CC)C.[Na+].[Cl-], predict the reaction product. The product is: [C:1]([NH:5][C:6]([C:8]1[C:9]([NH:22][CH:16]2[CH2:21][CH2:20][CH2:19][CH2:18][CH2:17]2)=[N:10][C:11]([Cl:14])=[N:12][CH:13]=1)=[O:7])([CH3:4])([CH3:3])[CH3:2]. (4) Given the reactants [CH3:1][CH:2]([O:4][C:5]1[CH:6]=[C:7]([O:23][C:24]2[CH:29]=[CH:28][C:27]([S:30]([CH3:33])(=[O:32])=[O:31])=[CH:26][N:25]=2)[CH:8]=[C:9]2[C:13]=1[NH:12][C:11]([C:14]1[S:15][CH:16]([CH2:19][C:20]([OH:22])=O)[CH2:17][N:18]=1)=[CH:10]2)[CH3:3].Cl.[CH2:35]([N:37]=C=NCCCN(C)C)C.ON1C2C=CC=CC=2N=N1.Cl.CN, predict the reaction product. The product is: [CH3:35][NH:37][C:20](=[O:22])[CH2:19][CH:16]1[S:15][C:14]([C:11]2[NH:12][C:13]3[C:9]([CH:10]=2)=[CH:8][C:7]([O:23][C:24]2[CH:29]=[CH:28][C:27]([S:30]([CH3:33])(=[O:31])=[O:32])=[CH:26][N:25]=2)=[CH:6][C:5]=3[O:4][CH:2]([CH3:3])[CH3:1])=[N:18][CH2:17]1. (5) Given the reactants [F:1][C:2]([F:7])([F:6])[CH:3]1[O:5][CH2:4]1.[N:8]1([C:14]([O:16][CH2:17][C:18]2[CH:23]=[CH:22][CH:21]=[CH:20][CH:19]=2)=[O:15])[CH2:13][CH2:12][NH:11][CH2:10][CH2:9]1, predict the reaction product. The product is: [F:1][C:2]([F:7])([F:6])[CH:3]([OH:5])[CH2:4][N:11]1[CH2:10][CH2:9][N:8]([C:14]([O:16][CH2:17][C:18]2[CH:23]=[CH:22][CH:21]=[CH:20][CH:19]=2)=[O:15])[CH2:13][CH2:12]1. (6) Given the reactants [CH3:1][O:2][C:3]1[CH:8]=[CH:7][C:6]([NH:9]/[C:10](=[C:18]2\[C:19](=[O:30])[NH:20][C:21]3[C:26]\2=[CH:25][C:24]([N+:27]([O-:29])=[O:28])=[CH:23][CH:22]=3)/[C:11]2[CH:16]=[CH:15][C:14](I)=[CH:13][CH:12]=2)=[CH:5][CH:4]=1.[C:31]([O:35][CH3:36])(=[O:34])[CH:32]=[CH2:33].C(N(CC)CC)C, predict the reaction product. The product is: [CH3:1][O:2][C:3]1[CH:8]=[CH:7][C:6]([NH:9]/[C:10](=[C:18]2\[C:19](=[O:30])[NH:20][C:21]3[C:26]\2=[CH:25][C:24]([N+:27]([O-:29])=[O:28])=[CH:23][CH:22]=3)/[C:11]2[CH:16]=[CH:15][C:14](/[CH:33]=[CH:32]/[C:31]([O:35][CH3:36])=[O:34])=[CH:13][CH:12]=2)=[CH:5][CH:4]=1. (7) Given the reactants [C:1]([O:5][C:6]([N:8]1[CH2:13][CH2:12][N:11]([C:14]2[CH:19]=[CH:18][C:17]([N+:20]([O-])=O)=[CH:16][CH:15]=2)[CH2:10][CH:9]1[CH3:23])=[O:7])([CH3:4])([CH3:3])[CH3:2], predict the reaction product. The product is: [C:1]([O:5][C:6]([N:8]1[CH2:13][CH2:12][N:11]([C:14]2[CH:15]=[CH:16][C:17]([NH2:20])=[CH:18][CH:19]=2)[CH2:10][CH:9]1[CH3:23])=[O:7])([CH3:4])([CH3:2])[CH3:3].